From a dataset of Forward reaction prediction with 1.9M reactions from USPTO patents (1976-2016). Predict the product of the given reaction. (1) Given the reactants Cl[CH2:2][C:3]1[CH:8]=[CH:7][C:6]([C:9]([NH:11][C:12]2[N:16]([CH3:17])[C:15]3[CH:18]=[CH:19][C:20]([O:22][C:23]4[CH:28]=[CH:27][N:26]=[C:25]([C:29]([NH:31][CH3:32])=[O:30])[CH:24]=4)=[CH:21][C:14]=3[N:13]=2)=[O:10])=[CH:5][CH:4]=1.[CH3:33][N:34]1[CH2:39][CH2:38][NH:37][CH2:36][CH2:35]1, predict the reaction product. The product is: [CH3:32][NH:31][C:29]([C:25]1[CH:24]=[C:23]([O:22][C:20]2[CH:19]=[CH:18][C:15]3[N:16]([CH3:17])[C:12]([NH:11][C:9]([C:6]4[CH:7]=[CH:8][C:3]([CH2:2][N:37]5[CH2:38][CH2:39][N:34]([CH3:33])[CH2:35][CH2:36]5)=[CH:4][CH:5]=4)=[O:10])=[N:13][C:14]=3[CH:21]=2)[CH:28]=[CH:27][N:26]=1)=[O:30]. (2) Given the reactants [NH2:1][C:2]1[C:16]([Br:17])=[CH:15][C:5]2[S:6](=[O:14])(=[O:13])[C:7]3[CH:12]=[CH:11][CH:10]=[CH:9][C:8]=3[C:4]=2[CH:3]=1.C(N(CC)CC)C.[C:25](Cl)(=[O:30])[C:26]([CH3:29])([CH3:28])[CH3:27], predict the reaction product. The product is: [Br:17][C:16]1[C:2]([NH:1][C:25](=[O:30])[C:26]([CH3:29])([CH3:28])[CH3:27])=[CH:3][C:4]2[C:8]3[CH:9]=[CH:10][CH:11]=[CH:12][C:7]=3[S:6](=[O:14])(=[O:13])[C:5]=2[CH:15]=1. (3) Given the reactants I[C:2]1[CH:3]=[C:4]([CH:8]=[CH:9][C:10]=1[O:11]CCC)[C:5]([OH:7])=[O:6].[C-]#N.[Na+].[C:18]([Cu])#[N:19], predict the reaction product. The product is: [C:18]([C:2]1[CH:3]=[C:4]([CH:8]=[CH:9][C:10]=1[OH:11])[C:5]([OH:7])=[O:6])#[N:19]. (4) Given the reactants C([N:8]1[C:12]2[CH:13]=[CH:14][C:15]([NH:17][CH2:18][C:19]3[CH:24]=[CH:23][C:22]([O:25][CH3:26])=[CH:21][CH:20]=3)=[CH:16][C:11]=2[N:10]=[CH:9]1)(OC(C)(C)C)=O.C([O-])([O-])=O.[K+].[K+].[C:33]1([CH2:39][CH2:40][CH2:41]Br)[CH:38]=[CH:37][CH:36]=[CH:35][CH:34]=1, predict the reaction product. The product is: [CH3:26][O:25][C:22]1[CH:21]=[CH:20][C:19]([CH2:18][N:17]([CH2:41][CH2:40][CH2:39][C:33]2[CH:38]=[CH:37][CH:36]=[CH:35][CH:34]=2)[C:15]2[CH:14]=[CH:13][C:12]3[N:8]=[CH:9][NH:10][C:11]=3[CH:16]=2)=[CH:24][CH:23]=1. (5) Given the reactants [C:1]([O:5][C:6]([N:8]1[CH2:13][CH:12]=[C:11](OS(C(F)(F)F)(=O)=O)[CH2:10][CH2:9]1)=[O:7])([CH3:4])([CH3:3])[CH3:2].[Br-].[N:23]1[CH:28]=[CH:27][CH:26]=[CH:25][C:24]=1[Zn+], predict the reaction product. The product is: [C:1]([O:5][C:6]([N:8]1[CH2:13][CH:12]=[C:11]([C:24]2[CH:25]=[CH:26][CH:27]=[CH:28][N:23]=2)[CH2:10][CH2:9]1)=[O:7])([CH3:4])([CH3:3])[CH3:2]. (6) Given the reactants Br[C:2]1[CH:3]=[C:4]([CH2:7][N:8]2[CH2:13][CH2:12][O:11][CH2:10][CH2:9]2)[S:5][CH:6]=1.B1(B2OC(C)(C)C(C)(C)O2)OC(C)(C)C(C)(C)O1.CC([O-])=O.[K+].[NH2:37][C:38]1C2C=C(Br)SC=2[C:41]([C:48]([NH2:50])=[O:49])=[CH:40][N:39]=1.C([O-])([O-])=O.[Na+].[Na+], predict the reaction product. The product is: [NH2:37][C:38]1[C:2]2[CH:3]=[C:4]([CH2:7][N:8]3[CH2:13][CH2:12][O:11][CH2:10][CH2:9]3)[S:5][C:6]=2[C:41]([C:48]([NH2:50])=[O:49])=[CH:40][N:39]=1.